This data is from Reaction yield outcomes from USPTO patents with 853,638 reactions. The task is: Predict the reaction yield, written as a fraction of the theoretical maximum amount of product (1.0 means a 100% yield; for example, 0.34 means a 34% yield). The reactants are [Br:1][C:2]1[CH:3]=[C:4]([CH:21]=[CH:22][C:23]=1I)[C:5]([NH:7][S:8]([C:11]1[CH:16]=[CH:15][CH:14]=[CH:13][C:12]=1[S:17](=[O:20])(=[O:19])[NH2:18])(=[O:10])=[O:9])=[O:6].[O:25]1[C:29]2[CH:30]=[CH:31][CH:32]=[CH:33][C:28]=2[CH:27]=[C:26]1B(O)O. No catalyst specified. The product is [O:25]1[C:29]2[CH:30]=[CH:31][CH:32]=[CH:33][C:28]=2[CH:27]=[C:26]1[C:23]1[CH:22]=[CH:21][C:4]([C:5]([NH:7][S:8]([C:11]2[CH:16]=[CH:15][CH:14]=[CH:13][C:12]=2[S:17](=[O:20])(=[O:19])[NH2:18])(=[O:10])=[O:9])=[O:6])=[CH:3][C:2]=1[Br:1]. The yield is 0.330.